From a dataset of Forward reaction prediction with 1.9M reactions from USPTO patents (1976-2016). Predict the product of the given reaction. (1) Given the reactants [OH:1][CH2:2][C:3]1[N:4]=[C:5]([CH3:11])[S:6][C:7]=1[CH2:8][CH2:9][OH:10].C(Cl)Cl, predict the reaction product. The product is: [CH3:11][C:5]1[S:6][C:7]2[CH2:8][CH2:9][O:10][C:2](=[O:1])[C:3]=2[N:4]=1. (2) Given the reactants [Br:1][C:2]1[C:10]2[C:5](=[CH:6][N:7]=[CH:8][CH:9]=2)[NH:4][CH:3]=1.[CH3:11][C:12]1([CH3:21])[O:16][CH:15]([CH2:17][CH2:18]CO)[CH2:14][O:13]1.C1C=CC(P(C2C=CC=CC=2)C2C=CC=CC=2)=CC=1.C1C=CC(COC(/N=N/C(OCC2C=CC=CC=2)=O)=O)=CC=1, predict the reaction product. The product is: [Br:1][C:2]1[C:10]2[C:5](=[CH:6][N:7]=[CH:8][CH:9]=2)[N:4]([CH2:18][CH2:17][CH:15]2[CH2:14][O:13][C:12]([CH3:21])([CH3:11])[O:16]2)[CH:3]=1.